Dataset: Forward reaction prediction with 1.9M reactions from USPTO patents (1976-2016). Task: Predict the product of the given reaction. (1) The product is: [CH2:1]([CH:3]([CH2:14][CH3:15])[CH2:4][C:5]1([C:11]([Cl:31])=[O:12])[CH2:10][CH2:9][CH2:8][CH2:7][CH2:6]1)[CH3:2]. Given the reactants [CH2:1]([CH:3]([CH2:14][CH3:15])[CH2:4][C:5]1([C:11](O)=[O:12])[CH2:10][CH2:9][CH2:8][CH2:7][CH2:6]1)[CH3:2].C(N(CCCC)CCCC)CCC.S(Cl)([Cl:31])=O.C(C(CC)CC1(C(OC(C2(CC(CC)CC)CCCCC2)=O)=O)CCCCC1)C, predict the reaction product. (2) The product is: [C:1]([C:3]([C:11]1[S:12][CH:13]=[CH:14][CH:15]=1)([CH:8]([CH3:10])[CH3:9])[CH2:4][CH2:5][CH2:6][N:30]1[CH2:31][CH2:32][N:27]([CH2:26][CH2:25][O:24][C:22]2[CH:21]=[CH:20][CH:19]=[C:18]([CH2:17][F:16])[N:23]=2)[CH2:28][CH2:29]1)#[N:2]. Given the reactants [C:1]([C:3]([C:11]1[S:12][CH:13]=[CH:14][CH:15]=1)([CH:8]([CH3:10])[CH3:9])[CH2:4][CH2:5][CH2:6]I)#[N:2].[F:16][CH2:17][C:18]1[N:23]=[C:22]([O:24][CH2:25][CH2:26][N:27]2[CH2:32][CH2:31][NH:30][CH2:29][CH2:28]2)[CH:21]=[CH:20][CH:19]=1, predict the reaction product.